This data is from Peptide-MHC class II binding affinity with 134,281 pairs from IEDB. The task is: Regression. Given a peptide amino acid sequence and an MHC pseudo amino acid sequence, predict their binding affinity value. This is MHC class II binding data. (1) The peptide sequence is SAIVNFVSKVMIGSP. The MHC is DRB1_0101 with pseudo-sequence DRB1_0101. The binding affinity (normalized) is 0.453. (2) The peptide sequence is RMAEAEMVIHHQHVQ. The MHC is DRB3_0202 with pseudo-sequence DRB3_0202. The binding affinity (normalized) is 0.508. (3) The peptide sequence is GSRAIWYMWLGARYL. The MHC is DRB3_0202 with pseudo-sequence DRB3_0202. The binding affinity (normalized) is 0.537. (4) The peptide sequence is KDILEDERAAVDTYC. The MHC is HLA-DQA10401-DQB10402 with pseudo-sequence HLA-DQA10401-DQB10402. The binding affinity (normalized) is 0.649. (5) The peptide sequence is LNDSGETVKCRAPGG. The MHC is HLA-DQA10501-DQB10402 with pseudo-sequence HLA-DQA10501-DQB10402. The binding affinity (normalized) is 0.282. (6) The peptide sequence is EPAYFATAESVRDHL. The MHC is DRB1_0401 with pseudo-sequence DRB1_0401. The binding affinity (normalized) is 0.754. (7) The peptide sequence is EKKYFAATQFEPPAA. The MHC is HLA-DQA10501-DQB10301 with pseudo-sequence HLA-DQA10501-DQB10301. The binding affinity (normalized) is 0.213.